From a dataset of NCI-60 drug combinations with 297,098 pairs across 59 cell lines. Regression. Given two drug SMILES strings and cell line genomic features, predict the synergy score measuring deviation from expected non-interaction effect. (1) Synergy scores: CSS=24.4, Synergy_ZIP=-16.1, Synergy_Bliss=-16.4, Synergy_Loewe=-36.0, Synergy_HSA=-17.2. Drug 2: N.N.Cl[Pt+2]Cl. Drug 1: CCC1(CC2CC(C3=C(CCN(C2)C1)C4=CC=CC=C4N3)(C5=C(C=C6C(=C5)C78CCN9C7C(C=CC9)(C(C(C8N6C)(C(=O)OC)O)OC(=O)C)CC)OC)C(=O)OC)O.OS(=O)(=O)O. Cell line: HT29. (2) Drug 1: CC1C(C(CC(O1)OC2CC(CC3=C2C(=C4C(=C3O)C(=O)C5=C(C4=O)C(=CC=C5)OC)O)(C(=O)C)O)N)O.Cl. Drug 2: CC1=C(C(=O)C2=C(C1=O)N3CC4C(C3(C2COC(=O)N)OC)N4)N. Cell line: M14. Synergy scores: CSS=37.9, Synergy_ZIP=-7.01, Synergy_Bliss=-5.57, Synergy_Loewe=-9.10, Synergy_HSA=-3.88. (3) Drug 1: C1CCN(CC1)CCOC2=CC=C(C=C2)C(=O)C3=C(SC4=C3C=CC(=C4)O)C5=CC=C(C=C5)O. Drug 2: CN(C)C1=NC(=NC(=N1)N(C)C)N(C)C. Cell line: CCRF-CEM. Synergy scores: CSS=-12.2, Synergy_ZIP=4.81, Synergy_Bliss=-0.925, Synergy_Loewe=-11.1, Synergy_HSA=-10.4. (4) Drug 1: CC(C1=C(C=CC(=C1Cl)F)Cl)OC2=C(N=CC(=C2)C3=CN(N=C3)C4CCNCC4)N. Drug 2: C1=CC(=CC=C1CC(C(=O)O)N)N(CCCl)CCCl.Cl. Cell line: 786-0. Synergy scores: CSS=22.6, Synergy_ZIP=-5.35, Synergy_Bliss=2.27, Synergy_Loewe=-0.150, Synergy_HSA=0.461.